Task: Predict the reactants needed to synthesize the given product.. Dataset: Full USPTO retrosynthesis dataset with 1.9M reactions from patents (1976-2016) (1) Given the product [CH2:13]([O:12][C:4](=[O:11])[CH:5]([C@H:20]([CH3:25])[CH2:21][CH2:22][CH2:23][CH3:24])[C:6]([O:8][CH2:9][CH3:10])=[O:7])[CH3:14], predict the reactants needed to synthesize it. The reactants are: C[O-].[Na+].[C:4]([O:12][CH2:13][CH3:14])(=[O:11])[CH2:5][C:6]([O:8][CH2:9][CH3:10])=[O:7].CS(O[C@@H:20]([CH3:25])[CH2:21][CH2:22][CH2:23][CH3:24])(=O)=O.[Cl-].[NH4+]. (2) Given the product [CH3:21][C:22]1[N:12]([NH:13][C:14](=[O:15])[O:16][C:17]([CH3:20])([CH3:19])[CH3:18])[C:11]2[C:10]3[CH:9]=[CH:8][CH:7]=[CH:6][C:5]=3[N:4]=[CH:3][C:2]=2[N:1]=1, predict the reactants needed to synthesize it. The reactants are: [NH2:1][C:2]1[CH:3]=[N:4][C:5]2[C:10]([C:11]=1[NH:12][NH:13][C:14]([O:16][C:17]([CH3:20])([CH3:19])[CH3:18])=[O:15])=[CH:9][CH:8]=[CH:7][CH:6]=2.[C:21](OC)(OC)(OC)[CH3:22].CO.CCOC(C)=O.